This data is from M1 muscarinic receptor antagonist screen with 61,756 compounds. The task is: Binary Classification. Given a drug SMILES string, predict its activity (active/inactive) in a high-throughput screening assay against a specified biological target. (1) The drug is O(Cc1c(c(NC2CCCCC2)nc(c1)C)C#N)C. The result is 0 (inactive). (2) The molecule is S(=O)(=O)(N1CCN(CC1)c1ncccn1)c1cc(c(n2nnnc2)cc1)C. The result is 0 (inactive). (3) The drug is O1c2cc(CN3CCN(C(c4n(nnn4)C(CC)(C)C)c4cc5c(nccc5)cc4)CC3)ccc2OC1. The result is 0 (inactive). (4) The compound is n1(c2c(nc1)cc(NCc1ncccc1)cc2)c1ccccc1. The result is 0 (inactive). (5) The drug is O=C(N)C1CCN(CC1)C(=O)CN(c1nc(cc(n1)C)C)C#N. The result is 0 (inactive). (6) The drug is S(CCC(O)=O)c1oc(nn1)c1cc2OCOc2cc1. The result is 0 (inactive).